This data is from Full USPTO retrosynthesis dataset with 1.9M reactions from patents (1976-2016). The task is: Predict the reactants needed to synthesize the given product. (1) The reactants are: [Cl:1][C:2]1[CH:3]=[C:4]([C:8]([C:11]#[C:12][C:13]2[CH:18]=[CH:17][CH:16]=[CH:15][C:14]=2[Cl:19])=[CH:9][N:10]=1)[CH:5]=[N:6][OH:7]. Given the product [Cl:1][C:2]1[CH:3]=[C:4]2[C:8]([CH:11]=[C:12]([C:13]3[CH:18]=[CH:17][CH:16]=[CH:15][C:14]=3[Cl:19])[N+:6]([O-:7])=[CH:5]2)=[CH:9][N:10]=1, predict the reactants needed to synthesize it. (2) Given the product [C:15]([O:19][C:20]([N:22]([OH:23])[C:5]1([CH:2]([CH3:1])[CH2:3][CH3:4])[C:6](=[O:13])[NH:7][C:8](=[O:12])[NH:9][C:10]1=[O:11])=[O:21])([CH3:18])([CH3:17])[CH3:16], predict the reactants needed to synthesize it. The reactants are: [CH3:1][CH:2]([CH:5]1[C:10](=[O:11])[NH:9][C:8](=[O:12])[NH:7][C:6]1=[O:13])[CH2:3][CH3:4].[Na].[C:15]([O:19][C:20]([NH:22][OH:23])=[O:21])([CH3:18])([CH3:17])[CH3:16].I([O-])(=O)(=O)=O.[Na+].